Dataset: Forward reaction prediction with 1.9M reactions from USPTO patents (1976-2016). Task: Predict the product of the given reaction. (1) The product is: [CH2:30]([C@@H:25]1[NH:24][CH2:29][CH2:28][N:27]([C:2]2[CH:3]=[CH:4][C:5]([O:15][CH3:16])=[C:6]([O:7][C@H:8]3[CH2:12][CH2:11][N:10]([CH3:13])[CH2:9]3)[CH:14]=2)[CH2:26]1)[C:31]1[CH:32]=[CH:33][CH:34]=[CH:35][CH:36]=1. Given the reactants Br[C:2]1[CH:3]=[CH:4][C:5]([O:15][CH3:16])=[C:6]([CH:14]=1)[O:7][C@H:8]1[CH2:12][CH2:11][N:10]([CH3:13])[CH2:9]1.C(OC([N:24]1[CH2:29][CH2:28][NH:27][CH2:26][C@@H:25]1[CH2:30][C:31]1[CH:36]=[CH:35][CH:34]=[CH:33][CH:32]=1)=O)(C)(C)C, predict the reaction product. (2) Given the reactants [CH3:1][N:2]1[C:11]2[C:6](=[CH:7][CH:8]=[C:9]([CH3:12])[CH:10]=2)[CH:5]=[CH:4][C:3]1=[O:13].CC(N=NC(C#N)(C)C)(C#N)C.[Br:26]NC(=O)CCC(N)=O, predict the reaction product. The product is: [Br:26][CH2:12][C:9]1[CH:10]=[C:11]2[C:6]([CH:5]=[CH:4][C:3](=[O:13])[N:2]2[CH3:1])=[CH:7][CH:8]=1.